From a dataset of Full USPTO retrosynthesis dataset with 1.9M reactions from patents (1976-2016). Predict the reactants needed to synthesize the given product. (1) Given the product [CH:17]1([N:14]2[CH2:15][CH2:16][N:11]([C:9]([CH:1]3[C:3]4([CH2:8][CH2:7][N:6]([CH:24]([CH3:25])[CH3:23])[CH2:5][CH2:4]4)[CH2:2]3)=[O:10])[CH2:12][CH2:13]2)[CH2:18][CH2:19][CH2:20][CH2:21][CH2:22]1, predict the reactants needed to synthesize it. The reactants are: [CH:1]1([C:9]([N:11]2[CH2:16][CH2:15][N:14]([CH:17]3[CH2:22][CH2:21][CH2:20][CH2:19][CH2:18]3)[CH2:13][CH2:12]2)=[O:10])[C:3]2([CH2:8][CH2:7][NH:6][CH2:5][CH2:4]2)[CH2:2]1.[CH3:23][C:24](=O)[CH3:25]. (2) Given the product [CH:1]([N:4]1[C:8]([C:9]2[N:18]=[C:17]3[C:16]4[CH:19]=[N:20][C:21]([NH:25][CH2:26][C:27]([NH2:29])=[O:28])=[CH:22][C:15]=4[O:14][CH2:13][CH2:12][N:11]3[CH:10]=2)=[N:7][CH:6]=[N:5]1)([CH3:2])[CH3:3], predict the reactants needed to synthesize it. The reactants are: [CH:1]([N:4]1[C:8]([C:9]2[N:18]=[C:17]3[N:11]([CH2:12][CH2:13][O:14][C:15]4[CH:22]=[C:21](O)[N:20]=[CH:19][C:16]=43)[CH:10]=2)=[N:7][CH:6]=[N:5]1)([CH3:3])[CH3:2].Cl.[NH2:25][CH2:26][C:27]([NH2:29])=[O:28]. (3) Given the product [F:1][C:2]1[CH:3]=[CH:4][C:5]([N+:9]([O-:11])=[O:10])=[C:6]([CH2:27][NH2:29])[CH:7]=1, predict the reactants needed to synthesize it. The reactants are: [F:1][C:2]1[CH:3]=[CH:4][C:5]([N+:9]([O-:11])=[O:10])=[C:6](N)[CH:7]=1.FC(F)(F)C(OC(=O)C(F)(F)F)=O.FC(F)(F)[C:27]([NH2:29])=O.[OH-].[Na+].[Cl-].S(OC)(OC)(=O)=O. (4) The reactants are: [NH2:1][C:2]1[C:7]([C:8]#[N:9])=[C:6](I)[C:5]([O:11][CH3:12])=[C:4]([O:13][CH3:14])[CH:3]=1.C1C=CC(P(C2C=CC=CC=2)C2C=CC=CC=2)=CC=1.B([O-])O[C:36]1[CH:41]=[CH:40][CH:39]=[CH:38][N:37]=1.C([O-])([O-])=O.[K+].[K+]. Given the product [NH2:1][C:2]1[C:7]([C:8]#[N:9])=[C:6]([C:36]2[CH:41]=[CH:40][CH:39]=[CH:38][N:37]=2)[C:5]([O:11][CH3:12])=[C:4]([O:13][CH3:14])[CH:3]=1, predict the reactants needed to synthesize it. (5) Given the product [NH2:3][C:11]1[CH:10]=[C:9]2[C:8]([CH2:14][CH2:13][CH2:12]2)=[CH:7][C:6]=1[C:5]([OH:15])=[O:1], predict the reactants needed to synthesize it. The reactants are: [OH:1]O.[NH:3]1[C:11]2[C:6](=[CH:7][C:8]3[CH2:14][CH2:13][CH2:12][C:9]=3[CH:10]=2)[C:5](=[O:15])C1=O.Cl. (6) Given the product [F:1][C:2]1[C:10]([F:11])=[CH:9][CH:8]=[C:4]([CH2:5][OH:6])[C:3]=1[OH:12], predict the reactants needed to synthesize it. The reactants are: [F:1][C:2]1[C:3]([OH:12])=[C:4]([CH:8]=[CH:9][C:10]=1[F:11])[C:5](O)=[O:6].S(C)C.CO. (7) Given the product [NH2:14][C:10]1[CH:9]=[C:8]([CH:13]=[CH:12][CH:11]=1)[CH2:7][NH:6][C:4]([NH:3][CH2:1][CH3:2])=[O:5], predict the reactants needed to synthesize it. The reactants are: [CH2:1]([NH:3][C:4]([NH:6][CH2:7][C:8]1[CH:13]=[CH:12][CH:11]=[C:10]([N+:14]([O-])=O)[CH:9]=1)=[O:5])[CH3:2].[H][H].